Dataset: Peptide-MHC class II binding affinity with 134,281 pairs from IEDB. Task: Regression. Given a peptide amino acid sequence and an MHC pseudo amino acid sequence, predict their binding affinity value. This is MHC class II binding data. (1) The peptide sequence is LEVTEVFNFSQDDLL. The MHC is DRB3_0202 with pseudo-sequence DRB3_0202. The binding affinity (normalized) is 0.0790. (2) The peptide sequence is YNFATCGLIGLVTFL. The MHC is DRB3_0101 with pseudo-sequence DRB3_0101. The binding affinity (normalized) is 0.0347.